This data is from Reaction yield outcomes from USPTO patents with 853,638 reactions. The task is: Predict the reaction yield, written as a fraction of the theoretical maximum amount of product (1.0 means a 100% yield; for example, 0.34 means a 34% yield). (1) The product is [NH2:1][C:2]1[CH:3]=[C:4]([C:5]([OH:7])=[O:6])[CH:8]=[CH:9][C:10]=1[C:17]1[CH:16]=[CH:15][CH:14]=[C:13]([NH2:12])[CH:18]=1. The catalyst is CC([O-])=O.CC([O-])=O.[Pd+2].C1(P(C2CCCCC2)C2C=CC=CC=2C2C(OC)=CC=C(S([O-])(=O)=O)C=2OC)CCCCC1.[Na+].O. The reactants are [NH2:1][C:2]1[CH:3]=[C:4]([CH:8]=[CH:9][C:10]=1Cl)[C:5]([OH:7])=[O:6].[NH2:12][C:13]1[CH:14]=[C:15](B(O)O)[CH:16]=[CH:17][CH:18]=1.C([O-])([O-])=O.[K+].[K+]. The yield is 0.990. (2) The reactants are C[Si]([N-][Si](C)(C)C)(C)C.[Li+].[Si:11]([O:18][C:19]1[CH:24]=[CH:23][C:22]([CH2:25][C:26]([O:28][CH2:29][C:30]2[CH:35]=[CH:34][CH:33]=[CH:32][CH:31]=2)=[O:27])=[CH:21][CH:20]=1)([C:14]([CH3:17])([CH3:16])[CH3:15])([CH3:13])[CH3:12].[C:36]([O:40][C:41](=[O:44])[CH2:42]Br)([CH3:39])([CH3:38])[CH3:37].[Cl-].[NH4+]. The catalyst is C1COCC1. The product is [Si:11]([O:18][C:19]1[CH:24]=[CH:23][C:22]([CH:25]([CH2:42][C:41]([O:40][C:36]([CH3:39])([CH3:38])[CH3:37])=[O:44])[C:26]([O:28][CH2:29][C:30]2[CH:35]=[CH:34][CH:33]=[CH:32][CH:31]=2)=[O:27])=[CH:21][CH:20]=1)([C:14]([CH3:16])([CH3:17])[CH3:15])([CH3:13])[CH3:12]. The yield is 0.940.